Dataset: Full USPTO retrosynthesis dataset with 1.9M reactions from patents (1976-2016). Task: Predict the reactants needed to synthesize the given product. Given the product [Br:1][C:2]1[CH:3]=[C:4]([CH:21]=[C:22]([NH:35][CH2:36][CH:37]2[CH2:39][C:38]2([F:41])[F:40])[CH:23]=1)[CH2:5][O:6][C:7]1[CH:12]=[CH:11][CH:10]=[CH:9][C:8]=1[CH2:13][C:14]([O:16][C:17]([CH3:20])([CH3:19])[CH3:18])=[O:15], predict the reactants needed to synthesize it. The reactants are: [Br:1][C:2]1[CH:3]=[C:4]([CH:21]=[C:22](C(F)(F)F)[CH:23]=1)[CH2:5][O:6][C:7]1[CH:12]=[CH:11][CH:10]=[CH:9][C:8]=1[CH2:13][C:14]([O:16][C:17]([CH3:20])([CH3:19])[CH3:18])=[O:15].BrC1C=C(CO)C=C([NH:35][CH2:36][CH:37]2[CH2:39][C:38]2([F:41])[F:40])C=1.OC1C=CC=CC=1CC(OC(C)(C)C)=O.